This data is from Forward reaction prediction with 1.9M reactions from USPTO patents (1976-2016). The task is: Predict the product of the given reaction. (1) Given the reactants [NH2:1][C:2]1[C:6]([C:7]#[N:8])=[CH:5][N:4]([C:9]2[CH:14]=[CH:13][CH:12]=[CH:11][CH:10]=2)[N:3]=1.I[C:16]1[CH:30]=[CH:29][C:19]([CH2:20][N:21]2[CH2:26][CH2:25][S:24](=[O:28])(=[O:27])[CH2:23][CH2:22]2)=[CH:18][CH:17]=1, predict the reaction product. The product is: [O:28]=[S:24]1(=[O:27])[CH2:25][CH2:26][N:21]([CH2:20][C:19]2[CH:29]=[CH:30][C:16]([NH:1][C:2]3[C:6]([C:7]#[N:8])=[CH:5][N:4]([C:9]4[CH:10]=[CH:11][CH:12]=[CH:13][CH:14]=4)[N:3]=3)=[CH:17][CH:18]=2)[CH2:22][CH2:23]1. (2) The product is: [F:39][C:27]1[C:5]2[N:6]=[C:7]([C:9]3[C:10]([NH2:26])=[N:11][CH:12]=[C:13]([C:15]4[CH:16]=[N:17][N:18]([CH:20]5[CH2:25][CH2:24][NH:23][CH2:22][CH2:21]5)[CH:19]=4)[CH:14]=3)[S:8][C:4]=2[CH:3]=[CH:2][CH:28]=1. Given the reactants F[C:2]1[CH:28]=[CH:27][C:5]2[N:6]=[C:7]([C:9]3[C:10]([NH2:26])=[N:11][CH:12]=[C:13]([C:15]4[CH:16]=[N:17][N:18]([CH:20]5[CH2:25][CH2:24][NH:23][CH2:22][CH2:21]5)[CH:19]=4)[CH:14]=3)[S:8][C:4]=2[CH:3]=1.ClC1SC2C=CC=C([F:39])C=2N=1, predict the reaction product. (3) Given the reactants [Cl:1][C:2]1[CH:24]=[CH:23][C:5]2[N:6]=[C:7]([NH:9][C:10]3[N:14]([CH3:15])[C:13]4[CH:16]=[CH:17][C:18]([C:20](O)=[O:21])=[CH:19][C:12]=4[N:11]=3)[S:8][C:4]=2[CH:3]=1.[C:25]([O:29][C:30]([N:32]1[CH2:36][CH2:35][C@@H:34]([NH2:37])[CH2:33]1)=[O:31])([CH3:28])([CH3:27])[CH3:26].CN(C(ON1N=NC2C=CC=CC1=2)=[N+](C)C)C.F[P-](F)(F)(F)(F)F.CCN(C(C)C)C(C)C, predict the reaction product. The product is: [C:25]([O:29][C:30]([N:32]1[CH2:36][CH2:35][C@@H:34]([NH:37][C:20]([C:18]2[CH:17]=[CH:16][C:13]3[N:14]([CH3:15])[C:10]([NH:9][C:7]4[S:8][C:4]5[CH:3]=[C:2]([Cl:1])[CH:24]=[CH:23][C:5]=5[N:6]=4)=[N:11][C:12]=3[CH:19]=2)=[O:21])[CH2:33]1)=[O:31])([CH3:28])([CH3:26])[CH3:27]. (4) Given the reactants [Cl:1][C:2]1[CH:29]=[CH:28][C:5]([CH2:6][CH2:7][O:8][C:9]2[N:10]=[N:11][C:12]([C:19]3[CH:24]=[C:23]([Cl:25])[C:22]([OH:26])=[C:21]([Cl:27])[CH:20]=3)=[CH:13][C:14]=2[C:15]([O:17]C)=[O:16])=[CH:4][CH:3]=1.[OH-].[Na+], predict the reaction product. The product is: [Cl:1][C:2]1[CH:3]=[CH:4][C:5]([CH2:6][CH2:7][O:8][C:9]2[N:10]=[N:11][C:12]([C:19]3[CH:24]=[C:23]([Cl:25])[C:22]([OH:26])=[C:21]([Cl:27])[CH:20]=3)=[CH:13][C:14]=2[C:15]([OH:17])=[O:16])=[CH:28][CH:29]=1. (5) Given the reactants Br[C:2]1[CH:3]=[CH:4][C:5]([CH2:8][C@@H:9]([C:18]([O:20][CH3:21])=[O:19])[NH:10][C:11]([O:13][C:14]([CH3:17])([CH3:16])[CH3:15])=[O:12])=[N:6][CH:7]=1.C(=O)([O-])[O-].[Cs+].[Cs+].[C:28](=[NH:41])([C:35]1[CH:40]=[CH:39][CH:38]=[CH:37][CH:36]=1)[C:29]1[CH:34]=[CH:33][CH:32]=[CH:31][CH:30]=1, predict the reaction product. The product is: [C:14]([O:13][C:11]([NH:10][C@H:9]([C:18]([O:20][CH3:21])=[O:19])[CH2:8][C:5]1[CH:4]=[CH:3][C:2]([N:41]=[C:28]([C:29]2[CH:34]=[CH:33][CH:32]=[CH:31][CH:30]=2)[C:35]2[CH:40]=[CH:39][CH:38]=[CH:37][CH:36]=2)=[CH:7][N:6]=1)=[O:12])([CH3:17])([CH3:16])[CH3:15]. (6) Given the reactants [CH3:1][C:2]1[O:6][N:5]=[C:4]([C:7]2[S:11][C:10]([NH2:12])=[N:9][C:8]=2[C:13]2[CH:18]=[CH:17][CH:16]=[CH:15][CH:14]=2)[N:3]=1.[C:19](Cl)(=[O:22])[CH2:20][CH3:21], predict the reaction product. The product is: [CH3:1][C:2]1[O:6][N:5]=[C:4]([C:7]2[S:11][C:10]([NH:12][C:19](=[O:22])[CH2:20][CH3:21])=[N:9][C:8]=2[C:13]2[CH:14]=[CH:15][CH:16]=[CH:17][CH:18]=2)[N:3]=1. (7) Given the reactants [F:1][C:2]1[CH:7]=[CH:6][C:5]([C@@H:8]2[CH2:13][C:12](=[O:14])[NH:11][CH:10]=[C:9]2[C:15]([OH:17])=O)=[CH:4][CH:3]=1.C(Cl)(=O)C([Cl:21])=O.CN(C=O)C, predict the reaction product. The product is: [F:1][C:2]1[CH:7]=[CH:6][C:5]([C@@H:8]2[CH2:13][C:12](=[O:14])[NH:11][CH:10]=[C:9]2[C:15]([Cl:21])=[O:17])=[CH:4][CH:3]=1. (8) Given the reactants [CH3:1][O:2][C:3]1[CH:4]=[C:5]([NH:13][C:14]2[CH:19]=[N:18][CH:17]=[C:16](OC3C=CC(N)=CC=3)[N:15]=2)[CH:6]=[C:7]([O:11][CH3:12])[C:8]=1[O:9][CH3:10].[F:28][C:29]([F:40])([F:39])[C:30]1[CH:35]=[CH:34][C:33]([C:36](Cl)=[O:37])=[CH:32][CH:31]=1, predict the reaction product. The product is: [CH3:12][O:11][C:7]1[CH:6]=[C:5]([NH:13][C:14]2[CH:19]=[N:18][CH:17]=[C:16]([C:4]3[CH:3]=[CH:8][C:7]([C:36]([C:33]4[CH:34]=[CH:35][C:30]([C:29]([F:40])([F:39])[F:28])=[CH:31][CH:32]=4)=[O:37])=[CH:6][C:5]=3[NH2:13])[N:15]=2)[CH:4]=[C:3]([O:2][CH3:1])[C:8]=1[O:9][CH3:10]. (9) Given the reactants [NH:1]1[C:9]2[C:4](=[CH:5][C:6]([C:10]3[O:14][N:13]=[C:12]([C:15]([OH:17])=O)[CH:11]=3)=[CH:7][CH:8]=2)[CH:3]=[N:2]1.CN(C(ON1N=NC2C=CC=NC1=2)=[N+](C)C)C.F[P-](F)(F)(F)(F)F.[C:42]1([C@@H:48]([NH2:50])[CH3:49])[CH:47]=[CH:46][CH:45]=[CH:44][CH:43]=1.C(N(C(C)C)CC)(C)C, predict the reaction product. The product is: [NH:1]1[C:9]2[C:4](=[CH:5][C:6]([C:10]3[O:14][N:13]=[C:12]([C:15]([NH:50][C@H:48]([C:42]4[CH:47]=[CH:46][CH:45]=[CH:44][CH:43]=4)[CH3:49])=[O:17])[CH:11]=3)=[CH:7][CH:8]=2)[CH:3]=[N:2]1.